From a dataset of Reaction yield outcomes from USPTO patents with 853,638 reactions. Predict the reaction yield, written as a fraction of the theoretical maximum amount of product (1.0 means a 100% yield; for example, 0.34 means a 34% yield). (1) The reactants are C([O-])(=O)C.[K+].O(C1C=CC=CC=1P(C1C=CC=CC=1)C1C=CC=CC=1)C1C=CC=CC=1P(C1C=CC=CC=1)C1C=CC=CC=1.[B:54]1([B:54]2[O:58][C:57]([CH3:60])([CH3:59])[C:56]([CH3:62])([CH3:61])[O:55]2)[O:58][C:57]([CH3:60])([CH3:59])[C:56]([CH3:62])([CH3:61])[O:55]1.Br[C:64]1[CH:69]=[C:68]([S:70]([CH3:73])(=[O:72])=[O:71])[C:67]([CH2:74][OH:75])=[C:66]([F:76])[CH:65]=1. The catalyst is CC1OCCC1.CC([O-])=O.CC([O-])=O.[Pd+2]. The product is [F:76][C:66]1[CH:65]=[C:64]([B:54]2[O:55][C:56]([CH3:61])([CH3:62])[C:57]([CH3:59])([CH3:60])[O:58]2)[CH:69]=[C:68]([S:70]([CH3:73])(=[O:71])=[O:72])[C:67]=1[CH2:74][OH:75]. The yield is 0.780. (2) The reactants are [C:1]([O:5][C:6]([N:8]([CH3:17])[C@@H:9]1[CH2:13][CH2:12][C@H:11]([C:14](O)=[O:15])[CH2:10]1)=[O:7])([CH3:4])([CH3:3])[CH3:2].[Cl-].[NH4+].Cl.C[N:22](C)CCCN=C=NCC.O.ON1C2C=CC=CC=2N=N1.CN1CCOCC1. The catalyst is CN(C)C=O. The product is [C:1]([O:5][C:6](=[O:7])[N:8]([C@@H:9]1[CH2:13][CH2:12][C@H:11]([C:14](=[O:15])[NH2:22])[CH2:10]1)[CH3:17])([CH3:4])([CH3:3])[CH3:2]. The yield is 0.822. (3) The reactants are [CH2:1]([O:3][C:4]([N:6]1[CH2:11][CH2:10][NH:9][CH2:8][CH2:7]1)=[O:5])[CH3:2].Br[CH2:13][CH2:14][CH2:15][OH:16].C(=O)([O-])[O-].[K+].[K+]. The catalyst is C(#N)C. The product is [CH2:1]([O:3][C:4]([N:6]1[CH2:7][CH2:8][N:9]([CH2:13][CH2:14][CH2:15][OH:16])[CH2:10][CH2:11]1)=[O:5])[CH3:2]. The yield is 0.763. (4) The reactants are I.[NH2:2][C:3]1[C:4]([C:11]([NH:13][C:14](=[NH:17])SC)=[O:12])=[N:5][C:6]([Cl:10])=[C:7]([NH2:9])[N:8]=1.Br.[OH:19][C:20]1[CH:25]=[CH:24][C:23]([CH2:26][CH2:27][CH2:28][CH2:29][NH2:30])=[CH:22][CH:21]=1. The catalyst is C1COCC1.C(N(CC)CC)C. The yield is 0.410. The product is [ClH:10].[OH:19][C:20]1[CH:21]=[CH:22][C:23]([CH2:26][CH2:27][CH2:28][CH2:29][NH:30][C:14]([NH:13][C:11]([C:4]2[C:3]([NH2:2])=[N:8][C:7]([NH2:9])=[C:6]([Cl:10])[N:5]=2)=[O:12])=[NH:17])=[CH:24][CH:25]=1. (5) The reactants are [OH:1][C:2]1[CH:3]=[C:4]([CH:9]=[CH:10][C:11]=1[O:12][CH3:13])[C:5]([O:7][CH3:8])=[O:6].Br[CH2:15][CH2:16][CH2:17][Cl:18].C(=O)([O-])[O-].[K+].[K+]. The catalyst is CC(C)=O. The product is [Cl:18][CH2:17][CH2:16][CH2:15][O:1][C:2]1[CH:3]=[C:4]([CH:9]=[CH:10][C:11]=1[O:12][CH3:13])[C:5]([O:7][CH3:8])=[O:6]. The yield is 0.958. (6) The reactants are [C:1]1([C:7]([OH:12])([CH3:11])[CH2:8][CH2:9][OH:10])[CH:6]=[CH:5][CH:4]=[CH:3][CH:2]=1.[S:13](Cl)([C:16]1[CH:22]=[CH:21][C:19]([CH3:20])=[CH:18][CH:17]=1)(=[O:15])=[O:14].C(N(CC)CC)C.O. The catalyst is C(Cl)Cl. The product is [CH3:20][C:19]1[CH:21]=[CH:22][C:16]([S:13]([O:10][CH2:9][CH2:8][C:7]([OH:12])([C:1]2[CH:6]=[CH:5][CH:4]=[CH:3][CH:2]=2)[CH3:11])(=[O:15])=[O:14])=[CH:17][CH:18]=1. The yield is 0.420. (7) The catalyst is CO. The product is [Cl:1][C:2]1[C:3]([C:35]([OH:36])=[O:38])=[CH:4][C:5]2[N:9]=[C:8]([CH2:10][CH3:11])[N:7]([C:12]3[CH:13]=[CH:14][C:15]([CH2:18][CH2:19][NH:20][C:21]([NH:23][S:24]([C:27]4[CH:32]=[CH:31][C:30]([CH3:33])=[CH:29][CH:28]=4)(=[O:25])=[O:26])=[O:22])=[CH:16][CH:17]=3)[C:6]=2[CH:34]=1. The reactants are [Cl:1][C:2]1[C:3]([C:35](N)=[O:36])=[CH:4][C:5]2[N:9]=[C:8]([CH2:10][CH3:11])[N:7]([C:12]3[CH:17]=[CH:16][C:15]([CH2:18][CH2:19][NH:20][C:21]([NH:23][S:24]([C:27]4[CH:32]=[CH:31][C:30]([CH3:33])=[CH:29][CH:28]=4)(=[O:26])=[O:25])=[O:22])=[CH:14][CH:13]=3)[C:6]=2[CH:34]=1.[OH-:38].[K+].O.Cl. The yield is 0.250. (8) The reactants are [CH:1]1([C@H:7]([NH:12][C:13]([C:15]2[CH:20]=[CH:19][C:18]([F:21])=[CH:17][C:16]=2[N+:22]([O-])=O)=[O:14])[C:8]([O:10][CH3:11])=[O:9])[CH2:6][CH2:5][CH2:4][CH2:3][CH2:2]1.[H][H]. The catalyst is C(O)C.[Pd]. The product is [NH2:22][C:16]1[CH:17]=[C:18]([F:21])[CH:19]=[CH:20][C:15]=1[C:13]([NH:12][C@@H:7]([CH:1]1[CH2:6][CH2:5][CH2:4][CH2:3][CH2:2]1)[C:8]([O:10][CH3:11])=[O:9])=[O:14]. The yield is 0.940. (9) The reactants are Br[C:2]1[CH:7]=[CH:6][C:5]([S:8]([NH:11][C:12]2[CH:21]=[C:20]([F:22])[C:15]([C:16]([O:18]C)=[O:17])=[C:14]([F:23])[CH:13]=2)(=[O:10])=[O:9])=[CH:4][CH:3]=1.[O:24]1[CH:28]=[CH:27][C:26](B2OC(C)(C)C(C)(C)O2)=[CH:25]1.C(=O)([O-])[O-].[Na+].[Na+]. The catalyst is O1CCOCC1.C1C=CC(P(C2C=CC=CC=2)[C-]2C=CC=C2)=CC=1.C1C=CC(P(C2C=CC=CC=2)[C-]2C=CC=C2)=CC=1.Cl[Pd]Cl.[Fe+2]. The product is [F:23][C:14]1[CH:13]=[C:12]([NH:11][S:8]([C:5]2[CH:6]=[CH:7][C:2]([C:26]3[CH:27]=[CH:28][O:24][CH:25]=3)=[CH:3][CH:4]=2)(=[O:10])=[O:9])[CH:21]=[C:20]([F:22])[C:15]=1[C:16]([OH:18])=[O:17]. The yield is 0.710. (10) The reactants are [Br:1][C:2]1[CH:3]=[CH:4][C:5]([OH:11])=[C:6]([C:8](=[O:10])[CH3:9])[CH:7]=1.[C:12]([CH:16]1[CH2:21][CH2:20][C:19](=O)[CH2:18][CH2:17]1)([CH3:15])([CH3:14])[CH3:13].N1CCCC1. The catalyst is CO. The product is [Br:1][C:2]1[CH:7]=[C:6]2[C:5](=[CH:4][CH:3]=1)[O:11][C:19]1([CH2:20][CH2:21][CH:16]([C:12]([CH3:15])([CH3:14])[CH3:13])[CH2:17][CH2:18]1)[CH2:9][C:8]2=[O:10]. The yield is 0.740.